This data is from NCI-60 drug combinations with 297,098 pairs across 59 cell lines. The task is: Regression. Given two drug SMILES strings and cell line genomic features, predict the synergy score measuring deviation from expected non-interaction effect. Drug 1: CC1=C2C(C(=O)C3(C(CC4C(C3C(C(C2(C)C)(CC1OC(=O)C(C(C5=CC=CC=C5)NC(=O)OC(C)(C)C)O)O)OC(=O)C6=CC=CC=C6)(CO4)OC(=O)C)OC)C)OC. Drug 2: C1CC(C1)(C(=O)O)C(=O)O.[NH2-].[NH2-].[Pt+2]. Cell line: A549. Synergy scores: CSS=64.4, Synergy_ZIP=4.69, Synergy_Bliss=5.27, Synergy_Loewe=0.515, Synergy_HSA=11.1.